Dataset: Forward reaction prediction with 1.9M reactions from USPTO patents (1976-2016). Task: Predict the product of the given reaction. The product is: [C:1]([N:20]1[CH2:26][C:25]2[CH:27]=[CH:28][CH:29]=[CH:30][C:24]=2[N:23]([C:31]([O:33][C:34]([CH3:37])([CH3:36])[CH3:35])=[O:32])[CH2:22][CH2:21]1)([C:14]1[CH:19]=[CH:18][CH:17]=[CH:16][CH:15]=1)([C:2]1[CH:7]=[CH:6][CH:5]=[CH:4][CH:3]=1)[C:8]1[CH:9]=[CH:10][CH:11]=[CH:12][CH:13]=1. Given the reactants [C:1]([N:20]1[CH2:26][C:25]2[CH:27]=[CH:28][CH:29]=[CH:30][C:24]=2[NH:23][CH2:22][CH2:21]1)([C:14]1[CH:19]=[CH:18][CH:17]=[CH:16][CH:15]=1)([C:8]1[CH:13]=[CH:12][CH:11]=[CH:10][CH:9]=1)[C:2]1[CH:7]=[CH:6][CH:5]=[CH:4][CH:3]=1.[C:31](O[C:31]([O:33][C:34]([CH3:37])([CH3:36])[CH3:35])=[O:32])([O:33][C:34]([CH3:37])([CH3:36])[CH3:35])=[O:32].C1(C)C=CC=CC=1.N, predict the reaction product.